Dataset: Full USPTO retrosynthesis dataset with 1.9M reactions from patents (1976-2016). Task: Predict the reactants needed to synthesize the given product. (1) Given the product [Br:34][CH2:2][C:3]1[CH:4]=[C:5]([CH:8]=[C:9]([C:11]([F:14])([F:13])[F:12])[CH:10]=1)[C:6]#[N:7], predict the reactants needed to synthesize it. The reactants are: O[CH2:2][C:3]1[CH:4]=[C:5]([CH:8]=[C:9]([C:11]([F:14])([F:13])[F:12])[CH:10]=1)[C:6]#[N:7].C1(P(C2C=CC=CC=2)C2C=CC=CC=2)C=CC=CC=1.[Br:34]N1C(=O)CCC1=O. (2) Given the product [CH:1]1([N:4]([CH2:39][C:40]2[CH:45]=[C:44]([CH2:46][CH2:47][CH2:48][O:49][CH3:50])[CH:43]=[C:42]([O:51][CH2:58][C:59]([OH:60])([CH3:62])[CH3:61])[CH:41]=2)[C:5]([C@@H:7]2[C@@H:12]([C:13]3[CH:14]=[CH:15][C:16]([O:19][CH2:20][CH2:21][O:22][C:23]4[C:28]([Cl:29])=[CH:27][C:26]([CH3:30])=[CH:25][C:24]=4[Cl:31])=[CH:17][CH:18]=3)[CH2:11][CH2:10][N:9]([C:32]([O:34][C:35]([CH3:38])([CH3:37])[CH3:36])=[O:33])[CH2:8]2)=[O:6])[CH2:3][CH2:2]1, predict the reactants needed to synthesize it. The reactants are: [CH:1]1([N:4]([CH2:39][C:40]2[CH:45]=[C:44]([CH2:46][CH2:47][CH2:48][O:49][CH3:50])[CH:43]=[C:42]([OH:51])[CH:41]=2)[C:5]([C@@H:7]2[C@@H:12]([C:13]3[CH:18]=[CH:17][C:16]([O:19][CH2:20][CH2:21][O:22][C:23]4[C:28]([Cl:29])=[CH:27][C:26]([CH3:30])=[CH:25][C:24]=4[Cl:31])=[CH:15][CH:14]=3)[CH2:11][CH2:10][N:9]([C:32]([O:34][C:35]([CH3:38])([CH3:37])[CH3:36])=[O:33])[CH2:8]2)=[O:6])[CH2:3][CH2:2]1.C(=O)([O-])[O-].[Cs+].[Cs+].[CH3:58][C:59]1([CH3:62])[CH2:61][O:60]1. (3) Given the product [NH2:18][C:14]1[C:13]([O:21][CH3:22])=[CH:12][CH:11]=[C:10]2[C:15]=1[C:16](=[O:17])[N:8]([CH:7]1[CH2:6][CH2:5][C:4](=[O:24])[NH:3][C:2]1=[O:1])[C:9]2=[O:23], predict the reactants needed to synthesize it. The reactants are: [O:1]=[C:2]1[CH:7]([N:8]2[C:16](=[O:17])[C:15]3[C:10](=[CH:11][CH:12]=[C:13]([O:21][CH3:22])[C:14]=3[N+:18]([O-])=O)[C:9]2=[O:23])[CH2:6][CH2:5][C:4](=[O:24])[NH:3]1.[H][H].